Dataset: Forward reaction prediction with 1.9M reactions from USPTO patents (1976-2016). Task: Predict the product of the given reaction. (1) Given the reactants C[Mg+].[Br-].[CH3:4]COCC.[F:9][C:10]1[C:11]([CH3:25])=[CH:12][C:13]([N:16]2[C:24]3[CH:23]=[CH:22][N:21]=[CH:20][C:19]=3[N:18]=[N:17]2)=[N:14][CH:15]=1.Cl[C:27]([O:29][C:30]1[CH:35]=[CH:34][CH:33]=[CH:32][CH:31]=1)=[O:28], predict the reaction product. The product is: [F:9][C:10]1[C:11]([CH3:25])=[CH:12][C:13]([N:16]2[C:24]3[CH:23]=[CH:22][N:21]([C:27]([O:29][C:30]4[CH:35]=[CH:34][CH:33]=[CH:32][CH:31]=4)=[O:28])[CH:20]([CH3:4])[C:19]=3[N:18]=[N:17]2)=[N:14][CH:15]=1. (2) Given the reactants F[C:2](F)(F)[C:3](O)=O.[C:8]([O:14][C:15]1[CH:20]=[CH:19][C:18]([C:21]2[CH:26]=[CH:25][C:24]([O:27][C:28]3[C:29](=[O:47])[N:30]([C:40]4[CH:45]=[CH:44][C:43]([CH3:46])=[CH:42][CH:41]=4)[N:31]=[CH:32][C:33]=3[N:34]3[CH2:39][CH2:38][NH:37][CH2:36][CH2:35]3)=[CH:23][CH:22]=2)=[CH:17][CH:16]=1)(=[O:13])[C:9]([CH3:12])([CH3:11])[CH3:10].CC(C)=O.C(I)C.C(N(CC)CC)C, predict the reaction product. The product is: [C:8]([O:14][C:15]1[CH:20]=[CH:19][C:18]([C:21]2[CH:22]=[CH:23][C:24]([O:27][C:28]3[C:29](=[O:47])[N:30]([C:40]4[CH:41]=[CH:42][C:43]([CH3:46])=[CH:44][CH:45]=4)[N:31]=[CH:32][C:33]=3[N:34]3[CH2:39][CH2:38][N:37]([CH2:2][CH3:3])[CH2:36][CH2:35]3)=[CH:25][CH:26]=2)=[CH:17][CH:16]=1)(=[O:13])[C:9]([CH3:12])([CH3:11])[CH3:10]. (3) Given the reactants [NH2:1][C:2]1[C:3]([C:10]2[CH:15]=[CH:14][C:13]([S:16]([CH3:19])(=[O:18])=[O:17])=[CH:12][CH:11]=2)=[N:4][O:5][C:6]=1[C:7]([NH2:9])=[O:8].[C:20](OC(=O)C)(=O)C, predict the reaction product. The product is: [CH3:19][S:16]([C:13]1[CH:12]=[CH:11][C:10]([C:3]2[C:2]3[N:1]=[CH:20][N:9]=[C:7]([OH:8])[C:6]=3[O:5][N:4]=2)=[CH:15][CH:14]=1)(=[O:18])=[O:17].